This data is from Forward reaction prediction with 1.9M reactions from USPTO patents (1976-2016). The task is: Predict the product of the given reaction. (1) Given the reactants [CH2:1]([O:8][C:9]1[CH:18]=[C:17]2[C:12]([C:13](=[O:24])[C:14]([C:19]([O:21][CH2:22][CH3:23])=[O:20])=[CH:15][NH:16]2)=[CH:11][CH:10]=1)[C:2]1[CH:7]=[CH:6][CH:5]=[CH:4][CH:3]=1.C(=O)([O-])[O-].[K+].[K+].I[CH2:32][CH3:33], predict the reaction product. The product is: [CH2:1]([O:8][C:9]1[CH:18]=[C:17]2[C:12]([C:13](=[O:24])[C:14]([C:19]([O:21][CH2:22][CH3:23])=[O:20])=[CH:15][N:16]2[CH2:32][CH3:33])=[CH:11][CH:10]=1)[C:2]1[CH:7]=[CH:6][CH:5]=[CH:4][CH:3]=1. (2) Given the reactants C(O[C:6](=[O:23])[CH2:7][C:8]([C:10]1[CH:15]=[CH:14][CH:13]=[C:12]([C:16]2[CH:17]=[N:18][C:19]([NH2:22])=[CH:20][CH:21]=2)[CH:11]=1)=O)(C)(C)C.CC(OC(OC(OC(C)(C)C)=O)=O)(C)C.C([O-])(O)=O.[Na+].C(OC(=O)[NH:50][C:51]1[CH:56]=[CH:55][C:54]([C:57]([F:60])([F:59])[F:58])=[CH:53][C:52]=1[NH2:61])(C)(C)C, predict the reaction product. The product is: [NH2:22][C:19]1[N:18]=[CH:17][C:16]([C:12]2[CH:11]=[C:10]([C:8]3[CH2:7][C:6](=[O:23])[NH:61][C:52]4[CH:53]=[C:54]([C:57]([F:58])([F:59])[F:60])[CH:55]=[CH:56][C:51]=4[N:50]=3)[CH:15]=[CH:14][CH:13]=2)=[CH:21][CH:20]=1. (3) Given the reactants B.[CH3:2][C:3]1(C)[CH2:8][C:7](C)([CH3:9])[CH2:6][C:5]([CH2:13][C:14]([NH2:16])=O)([CH:11]=C)[CH2:4]1.[ClH:18], predict the reaction product. The product is: [ClH:18].[CH3:2][C:3]12[CH2:4][C:5]([CH3:11])([CH2:6][CH:7]([CH3:9])[CH2:8]1)[CH2:13][CH2:14][NH:16]2.